This data is from Full USPTO retrosynthesis dataset with 1.9M reactions from patents (1976-2016). The task is: Predict the reactants needed to synthesize the given product. Given the product [CH:22]1([NH:25][C:2]2[CH:3]=[C:4]3[C:9](=[CH:10][C:11]=2[N+:12]([O-:14])=[O:13])[NH:8][C:7](=[O:15])[N:6]([NH:16][S:17]([CH3:20])(=[O:19])=[O:18])[C:5]3=[O:21])[CH2:24][CH2:23]1, predict the reactants needed to synthesize it. The reactants are: F[C:2]1[CH:3]=[C:4]2[C:9](=[CH:10][C:11]=1[N+:12]([O-:14])=[O:13])[NH:8][C:7](=[O:15])[N:6]([NH:16][S:17]([CH3:20])(=[O:19])=[O:18])[C:5]2=[O:21].[CH:22]1([NH2:25])[CH2:24][CH2:23]1.